Dataset: Forward reaction prediction with 1.9M reactions from USPTO patents (1976-2016). Task: Predict the product of the given reaction. (1) Given the reactants [Cl:1][C:2]1[N:3]=[C:4]([N:12]2[CH2:17][CH2:16][O:15][CH2:14][CH2:13]2)[C:5]2[S:10][C:9](I)=[CH:8][C:6]=2[N:7]=1.CC1(C)C(C)(C)OB([C:26]2[CH:32]=[CH:31][C:29]([NH2:30])=[CH:28][CH:27]=2)O1.C([O-])([O-])=O.[Na+].[Na+], predict the reaction product. The product is: [Cl:1][C:2]1[N:3]=[C:4]([N:12]2[CH2:17][CH2:16][O:15][CH2:14][CH2:13]2)[C:5]2[S:10][C:9]([C:26]3[CH:32]=[CH:31][C:29]([NH2:30])=[CH:28][CH:27]=3)=[CH:8][C:6]=2[N:7]=1. (2) Given the reactants C([P:3]([CH2:6][CH2:7][C:8]1[CH:13]=[CH:12][C:11]([N+:14]([O-:16])=[O:15])=[C:10]([O:17][CH3:18])[CH:9]=1)(=[O:5])[O-:4])C, predict the reaction product. The product is: [CH3:18][O:17][C:10]1[CH:9]=[C:8]([CH:13]=[CH:12][C:11]=1[N+:14]([O-:16])=[O:15])[CH2:7][CH2:6][PH:3](=[O:4])[OH:5]. (3) Given the reactants Cl.[OH:2][CH:3]([CH2:17][CH2:18][CH3:19])[CH2:4][NH:5][CH2:6][C:7]1[CH:12]=[CH:11][C:10]([S:13]([NH2:16])(=[O:15])=[O:14])=[CH:9][CH:8]=1.[C:20]([C:28]1[CH:36]=[C:35]([Cl:37])[CH:34]=[CH:33][C:29]=1[C:30](O)=[O:31])(=O)[C:21]1[CH:26]=[CH:25][CH:24]=[CH:23][CH:22]=1, predict the reaction product. The product is: [Cl:37][C:35]1[CH:36]=[C:28]2[C:29](=[CH:33][CH:34]=1)[C:30](=[O:31])[N:5]([CH2:6][C:7]1[CH:8]=[CH:9][C:10]([S:13]([NH2:16])(=[O:14])=[O:15])=[CH:11][CH:12]=1)[C:4]([C:3](=[O:2])[CH2:17][CH2:18][CH3:19])=[C:20]2[C:21]1[CH:26]=[CH:25][CH:24]=[CH:23][CH:22]=1. (4) Given the reactants [CH3:1][C:2]1[N:6]([C:7]2[CH:12]=[CH:11][CH:10]=[CH:9][CH:8]=2)[N:5]=[CH:4][C:3]=1[S:13](Cl)(=[O:15])=[O:14].C[C:18]1[CH:23]=[CH:22][C:21]([NH:24][C:25]([NH:27][C:28]2[CH:33]=[CH:32][CH:31]=[CH:30][CH:29]=2)=[O:26])=[C:20](N)[CH:19]=1.[N:35]1C=CC=C[CH:36]=1, predict the reaction product. The product is: [CH3:36][N:35]([C:18]1[CH:19]=[CH:20][C:21]([NH:24][C:25]([NH:27][C:28]2[CH:29]=[CH:30][CH:31]=[CH:32][CH:33]=2)=[O:26])=[CH:22][CH:23]=1)[S:13]([C:3]1[CH:4]=[N:5][N:6]([C:7]2[CH:12]=[CH:11][CH:10]=[CH:9][CH:8]=2)[C:2]=1[CH3:1])(=[O:15])=[O:14]. (5) Given the reactants [Cl:1][C:2]1[C:11]2[C:6](=[CH:7][C:8]([O:14][CH2:15][CH2:16][CH2:17][N:18]3[CH2:23][CH2:22][N:21]([CH3:24])[CH2:20][CH2:19]3)=[C:9]([O:12][CH3:13])[CH:10]=2)[N:5]=[CH:4][N:3]=1.[S:25]1[C:29]2[CH:30]=[C:31]([NH2:34])[CH:32]=[CH:33][C:28]=2[N:27]=[C:26]1[NH2:35].Cl, predict the reaction product. The product is: [ClH:1].[CH3:13][O:12][C:9]1[CH:10]=[C:11]2[C:6](=[CH:7][C:8]=1[O:14][CH2:15][CH2:16][CH2:17][N:18]1[CH2:23][CH2:22][N:21]([CH3:24])[CH2:20][CH2:19]1)[N:5]=[CH:4][N:3]=[C:2]2[NH:34][C:31]1[CH:32]=[CH:33][C:28]2[N:27]=[C:26]([NH2:35])[S:25][C:29]=2[CH:30]=1.